Dataset: Reaction yield outcomes from USPTO patents with 853,638 reactions. Task: Predict the reaction yield, written as a fraction of the theoretical maximum amount of product (1.0 means a 100% yield; for example, 0.34 means a 34% yield). (1) The product is [NH:21]1[C:17]2=[N:18][CH:19]=[CH:20][C:15]([C:12]3[CH:13]=[CH:14][C:9]([CH2:8][NH2:7])=[CH:10][CH:11]=3)=[C:16]2[CH:23]=[CH:22]1. The yield is 0.840. The reactants are C(OC(=O)[NH:7][CH2:8][C:9]1[CH:14]=[CH:13][C:12]([C:15]2[CH:20]=[CH:19][N:18]=[C:17]3[NH:21][CH:22]=[CH:23][C:16]=23)=[CH:11][CH:10]=1)(C)(C)C.Cl.O1CCOCC1. The catalyst is C(Cl)Cl. (2) The reactants are [Cl:1][C:2]1[CH:24]=[CH:23][C:5]([O:6][C:7]2[CH:12]=[CH:11][C:10]([CH2:13][CH2:14][NH:15][C:16]3[NH:17][CH:18]=[CH:19][C:20](=[O:22])[N:21]=3)=[CH:9][CH:8]=2)=[CH:4][C:3]=1[C:25]([F:28])([F:27])[F:26].[CH2:29]=O.[NH:31]1[CH2:35][CH2:34][CH2:33][CH2:32]1. No catalyst specified. The product is [Cl:1][C:2]1[CH:24]=[CH:23][C:5]([O:6][C:7]2[CH:8]=[CH:9][C:10]([CH2:13][CH2:14][NH:15][C:16]3[NH:17][CH:18]=[C:19]([CH2:29][N:31]4[CH2:35][CH2:34][CH2:33][CH2:32]4)[C:20](=[O:22])[N:21]=3)=[CH:11][CH:12]=2)=[CH:4][C:3]=1[C:25]([F:26])([F:28])[F:27]. The yield is 0.730. (3) The reactants are [C:1]1([N:7]([CH2:11][CH2:12][OH:13])[CH2:8][CH2:9][OH:10])[CH:6]=[CH:5][CH:4]=[CH:3][CH:2]=1.[H-].[Na+].CS([C:20]1[N:30]=[C:23]2[N:24]=[C:25]([CH3:29])[CH:26]=[C:27]([CH3:28])[N:22]2[N:21]=1)(=O)=O. The catalyst is O1CCCC1. The product is [CH3:29][C:25]1[CH:26]=[C:27]([CH3:28])[N:22]2[N:21]=[C:20]([O:10][CH2:9][CH2:8][N:7]([C:1]3[CH:6]=[CH:5][CH:4]=[CH:3][CH:2]=3)[CH2:11][CH2:12][OH:13])[N:30]=[C:23]2[N:24]=1. The yield is 0.650. (4) The reactants are Cl.[CH2:2]([O:9][C:10]([CH:12]1[CH2:17][CH2:16][NH:15][CH2:14][CH2:13]1)=[O:11])[C:3]1[CH:8]=[CH:7][CH:6]=[CH:5][CH:4]=1.C(N(CC)CC)C.[CH3:25][S:26](Cl)(=[O:28])=[O:27]. The catalyst is CN(C=O)C.O. The product is [CH2:2]([O:9][C:10]([CH:12]1[CH2:17][CH2:16][N:15]([S:26]([CH3:25])(=[O:28])=[O:27])[CH2:14][CH2:13]1)=[O:11])[C:3]1[CH:4]=[CH:5][CH:6]=[CH:7][CH:8]=1. The yield is 0.780. (5) The reactants are [NH2:1][C:2]1[CH:10]=[CH:9][CH:8]=[C:7]2[C:3]=1[C:4](=[O:20])[N:5]([CH:12]1[CH2:17][CH2:16][C:15](=[O:18])[NH:14][C:13]1=[O:19])[C:6]2=[O:11].[CH3:21][C:22]1[CH:30]=[CH:29][C:25]([C:26](Cl)=[O:27])=[CH:24][CH:23]=1.CO. The catalyst is C1COCC1. The product is [O:19]=[C:13]1[CH:12]([N:5]2[C:4](=[O:20])[C:3]3[C:7](=[CH:8][CH:9]=[CH:10][C:2]=3[NH:1][C:26](=[O:27])[C:25]3[CH:29]=[CH:30][C:22]([CH3:21])=[CH:23][CH:24]=3)[C:6]2=[O:11])[CH2:17][CH2:16][C:15](=[O:18])[NH:14]1. The yield is 0.830.